From a dataset of Catalyst prediction with 721,799 reactions and 888 catalyst types from USPTO. Predict which catalyst facilitates the given reaction. (1) Reactant: Cl[C:2]1[C:7]([CH:8]=[O:9])=[CH:6][N:5]=[C:4]2[N:10]([CH2:13][O:14][CH2:15][CH2:16][Si:17]([CH3:20])([CH3:19])[CH3:18])[CH:11]=[CH:12][C:3]=12.[CH3:21][O-:22].[Na+]. Product: [CH3:21][O:22][C:2]1[C:7]([CH:8]=[O:9])=[CH:6][N:5]=[C:4]2[N:10]([CH2:13][O:14][CH2:15][CH2:16][Si:17]([CH3:20])([CH3:19])[CH3:18])[CH:11]=[CH:12][C:3]=12. The catalyst class is: 5. (2) Reactant: [N:1]1([C:7]2[N:12]=[CH:11][C:10]([N:13]([CH2:23][CH:24]3[CH2:29][CH2:28][N:27](CC4C=CC(C(F)(F)F)=CC=4)[CH2:26][CH2:25]3)[C:14](=[O:22])[CH2:15][CH:16]3[CH2:21][CH2:20][O:19][CH2:18][CH2:17]3)=[CH:9][CH:8]=2)[CH2:6][CH2:5][O:4][CH2:3][CH2:2]1.[C:49](O[C:49]([O:51][C:52]([CH3:55])([CH3:54])[CH3:53])=[O:50])([O:51][C:52]([CH3:55])([CH3:54])[CH3:53])=[O:50]. Product: [N:1]1([C:7]2[N:12]=[CH:11][C:10]([N:13]([CH2:23][CH:24]3[CH2:25][CH2:26][N:27]([C:49]([O:51][C:52]([CH3:53])([CH3:54])[CH3:55])=[O:50])[CH2:28][CH2:29]3)[C:14](=[O:22])[CH2:15][CH:16]3[CH2:21][CH2:20][O:19][CH2:18][CH2:17]3)=[CH:9][CH:8]=2)[CH2:2][CH2:3][O:4][CH2:5][CH2:6]1. The catalyst class is: 29.